Dataset: Forward reaction prediction with 1.9M reactions from USPTO patents (1976-2016). Task: Predict the product of the given reaction. (1) Given the reactants [O:1]1[CH:5]=[CH:4][CH:3]=[C:2]1[C:6]1[C:7]2[CH:22]=[CH:21][CH:20]=[N:19][C:8]=2[NH:9][C:10](=O)[CH:11]([C:13]2[S:14][CH:15]=[CH:16][CH:17]=2)[N:12]=1.[CH2:23]([NH2:26])[C:24]#[CH:25], predict the reaction product. The product is: [O:1]1[CH:5]=[CH:4][CH:3]=[C:2]1[C:6]1[C:7]2[CH:22]=[CH:21][CH:20]=[N:19][C:8]=2[N:9]=[C:10]([NH:26][CH2:23][C:24]#[CH:25])[CH:11]([C:13]2[S:14][CH:15]=[CH:16][CH:17]=2)[N:12]=1. (2) Given the reactants [N:1]1[CH:6]=[CH:5][C:4]([C:7]2[CH:8]=[C:9]3[C:14](=[CH:15][CH:16]=2)[N:13]=[C:12]([NH:17][C:18]2[CH:25]=[CH:24][C:21]([CH:22]=[O:23])=[CH:20][CH:19]=2)[N:11]=[CH:10]3)=[CH:3][CH:2]=1.[BH4-].[Na+], predict the reaction product. The product is: [N:1]1[CH:2]=[CH:3][C:4]([C:7]2[CH:8]=[C:9]3[C:14](=[CH:15][CH:16]=2)[N:13]=[C:12]([NH:17][C:18]2[CH:25]=[CH:24][C:21]([CH2:22][OH:23])=[CH:20][CH:19]=2)[N:11]=[CH:10]3)=[CH:5][CH:6]=1. (3) The product is: [CH3:29][O:28][C:25]1[CH:24]=[CH:23][C:22]([CH2:21][C@@H:16]2[CH2:15][N:14]([CH2:7][C:8]3[CH:9]=[CH:10][CH:11]=[CH:12][CH:13]=3)[CH2:19][CH2:18][NH:17]2)=[CH:27][CH:26]=1. Given the reactants [H-].[Al+3].[Li+].[H-].[H-].[H-].[CH2:7]([N:14]1[CH2:19][C:18](=O)[NH:17][C@H:16]([CH2:21][C:22]2[CH:27]=[CH:26][C:25]([O:28][CH3:29])=[CH:24][CH:23]=2)[C:15]1=O)[C:8]1[CH:13]=[CH:12][CH:11]=[CH:10][CH:9]=1, predict the reaction product. (4) Given the reactants FC(F)(F)[C:3]1[CH:4]=[C:5]([C:9]2[C:10]3[N:11]([N:15]=[C:16]([NH2:18])[N:17]=3)[CH:12]=[CH:13][CH:14]=2)[CH:6]=[CH:7][CH:8]=1.[CH3:21][O:22]C1C=C(B(O)O)C=CC=1, predict the reaction product. The product is: [CH3:21][O:22][C:3]1[CH:4]=[C:5]([C:9]2[C:10]3[N:11]([N:15]=[C:16]([NH2:18])[N:17]=3)[CH:12]=[CH:13][CH:14]=2)[CH:6]=[CH:7][CH:8]=1. (5) Given the reactants Cl.[CH3:2][O:3][C:4]1[CH:5]=[C:6]([N:10]2[CH2:15][CH2:14][N:13]([CH2:16][C:17]([OH:19])=O)[CH2:12][CH2:11]2)[CH:7]=[CH:8][CH:9]=1.[NH2:20][C@@H:21]([CH2:39][O:40][CH2:41][C:42]1[CH:47]=[CH:46][CH:45]=[CH:44][CH:43]=1)[C:22]([NH:24][C:25]1[CH:30]=[CH:29][C:28]([O:31][C:32]2[CH:37]=[CH:36][C:35]([F:38])=[CH:34][CH:33]=2)=[CH:27][CH:26]=1)=[O:23], predict the reaction product. The product is: [CH2:41]([O:40][CH2:39][C@H:21]([NH:20][C:17](=[O:19])[CH2:16][N:13]1[CH2:12][CH2:11][N:10]([C:6]2[CH:7]=[CH:8][CH:9]=[C:4]([O:3][CH3:2])[CH:5]=2)[CH2:15][CH2:14]1)[C:22]([NH:24][C:25]1[CH:30]=[CH:29][C:28]([O:31][C:32]2[CH:37]=[CH:36][C:35]([F:38])=[CH:34][CH:33]=2)=[CH:27][CH:26]=1)=[O:23])[C:42]1[CH:47]=[CH:46][CH:45]=[CH:44][CH:43]=1. (6) Given the reactants [CH2:1]([Zn]CC)C.C(O)(C(F)(F)F)=O.[CH2:13]([N:20]([C:27]1[CH:32]=[CH:31][C:30]([F:33])=[C:29]([Cl:34])[CH:28]=1)[CH:21]([CH2:24][CH:25]=[CH2:26])[CH2:22][OH:23])[C:14]1[CH:19]=[CH:18][CH:17]=[CH:16][CH:15]=1, predict the reaction product. The product is: [CH2:13]([N:20]([C:27]1[CH:32]=[CH:31][C:30]([F:33])=[C:29]([Cl:34])[CH:28]=1)[CH:21]([CH2:24][CH:25]1[CH2:1][CH2:26]1)[CH2:22][OH:23])[C:14]1[CH:15]=[CH:16][CH:17]=[CH:18][CH:19]=1. (7) Given the reactants [NH2:1][C:2]1[CH:10]=[CH:9][C:5]([C:6]([OH:8])=[O:7])=[CH:4][N:3]=1.S(Cl)(Cl)=O.[CH2:15](O)[CH3:16], predict the reaction product. The product is: [NH2:1][C:2]1[CH:10]=[CH:9][C:5]([C:6]([O:8][CH2:15][CH3:16])=[O:7])=[CH:4][N:3]=1.